The task is: Predict the reactants needed to synthesize the given product.. This data is from Full USPTO retrosynthesis dataset with 1.9M reactions from patents (1976-2016). (1) Given the product [CH2:1]([O:8][CH2:9][C:10]1[C@@H:11]([O:34][C:66](=[O:73])[C:67]2[CH:72]=[CH:71][CH:70]=[CH:69][CH:68]=2)[CH2:12][C@H:13]([C:15]2[N:23]3[C:18]([C:19]([NH:24][C@@H:25]4[C:33]5[C:28](=[CH:29][CH:30]=[CH:31][CH:32]=5)[CH2:27][CH2:26]4)=[N:20][CH:21]=[N:22]3)=[CH:17][CH:16]=2)[CH:14]=1)[C:2]1[CH:3]=[CH:4][CH:5]=[CH:6][CH:7]=1, predict the reactants needed to synthesize it. The reactants are: [CH2:1]([O:8][CH2:9][C:10]1[C@H:11]([OH:34])[CH2:12][C@H:13]([C:15]2[N:23]3[C:18]([C:19]([NH:24][C@@H:25]4[C:33]5[C:28](=[CH:29][CH:30]=[CH:31][CH:32]=5)[CH2:27][CH2:26]4)=[N:20][CH:21]=[N:22]3)=[CH:17][CH:16]=2)[CH:14]=1)[C:2]1[CH:7]=[CH:6][CH:5]=[CH:4][CH:3]=1.N(C(OCC)=O)=NC(OCC)=O.C1(P(C2C=CC=CC=2)C2C=CC=CC=2)C=CC=CC=1.[C:66](O)(=[O:73])[C:67]1[CH:72]=[CH:71][CH:70]=[CH:69][CH:68]=1. (2) Given the product [C:15]([O:14][C:12]([NH:2][CH2:3][C:4]([C:6]1[CH:11]=[CH:10][CH:9]=[CH:8][CH:7]=1)=[O:5])=[O:13])([CH3:18])([CH3:17])[CH3:16], predict the reactants needed to synthesize it. The reactants are: Cl.[NH2:2][CH2:3][C:4]([C:6]1[CH:11]=[CH:10][CH:9]=[CH:8][CH:7]=1)=[O:5].[C:12](O[C:12]([O:14][C:15]([CH3:18])([CH3:17])[CH3:16])=[O:13])([O:14][C:15]([CH3:18])([CH3:17])[CH3:16])=[O:13].[Cl-].[NH4+]. (3) Given the product [C:1]([CH2:6][C:7]([O-:9])=[O:8])([C:3]([OH:5])=[O:4])=[O:2].[Na+:11], predict the reactants needed to synthesize it. The reactants are: [C:1]([CH2:6][C:7]([OH:9])=[O:8])([C:3]([OH:5])=[O:4])=[O:2].[OH-].[Na+:11].